The task is: Predict the product of the given reaction.. This data is from Forward reaction prediction with 1.9M reactions from USPTO patents (1976-2016). Given the reactants [Cl:1][C:2]1[C:3]([OH:30])=[C:4]([CH:26]=[C:27]([F:29])[CH:28]=1)[CH2:5][NH:6][C:7]([NH:9][C:10]1[N:14]([C:15]2[CH:20]=[CH:19][C:18]([CH3:21])=[CH:17][CH:16]=2)[N:13]=[C:12]([C:22]([CH3:25])([CH3:24])[CH3:23])[CH:11]=1)=[O:8].[Cl:31][C:32]1[N:37]=[C:36](Cl)[CH:35]=[CH:34][N:33]=1.[OH-].[Na+], predict the reaction product. The product is: [Cl:1][C:2]1[C:3]([O:30][C:34]2[CH:35]=[CH:36][N:37]=[C:32]([Cl:31])[N:33]=2)=[C:4]([CH:26]=[C:27]([F:29])[CH:28]=1)[CH2:5][NH:6][C:7]([NH:9][C:10]1[N:14]([C:15]2[CH:16]=[CH:17][C:18]([CH3:21])=[CH:19][CH:20]=2)[N:13]=[C:12]([C:22]([CH3:25])([CH3:23])[CH3:24])[CH:11]=1)=[O:8].